From a dataset of Catalyst prediction with 721,799 reactions and 888 catalyst types from USPTO. Predict which catalyst facilitates the given reaction. (1) Reactant: [F:1][C:2]1[CH:7]=[CH:6][C:5]([CH:8]2[CH2:13][CH2:12][N:11](C(OC(C)(C)C)=O)[CH2:10][CH2:9]2)=[CH:4][C:3]=1[C:21]([O:23][CH3:24])=[O:22].[ClH:25]. Product: [ClH:25].[F:1][C:2]1[CH:7]=[CH:6][C:5]([CH:8]2[CH2:13][CH2:12][NH:11][CH2:10][CH2:9]2)=[CH:4][C:3]=1[C:21]([O:23][CH3:24])=[O:22]. The catalyst class is: 12. (2) Reactant: [CH3:1][O:2][C:3](=[O:37])[C:4]1[CH:9]=[C:8]([N+:10]([O-])=O)[C:7]([N:13]2[CH2:18][CH2:17][N:16]([C:19]3[N:24]=[C:23]([C:25]([F:28])([F:27])[F:26])[CH:22]=[CH:21][N:20]=3)[C@H:15]([CH:29]([CH3:31])[CH3:30])[C:14]2=O)=[CH:6][C:5]=1[S:33]([CH3:36])(=[O:35])=[O:34]. Product: [CH3:1][O:2][C:3]([C:4]1[C:5]([S:33]([CH3:36])(=[O:35])=[O:34])=[CH:6][C:7]2[N:13]3[CH2:18][CH2:17][N:16]([C:19]4[N:24]=[C:23]([C:25]([F:28])([F:26])[F:27])[CH:22]=[CH:21][N:20]=4)[CH:15]([CH:29]([CH3:31])[CH3:30])[C:14]3=[N:10][C:8]=2[CH:9]=1)=[O:37]. The catalyst class is: 180.